From a dataset of CYP2C19 inhibition data for predicting drug metabolism from PubChem BioAssay. Regression/Classification. Given a drug SMILES string, predict its absorption, distribution, metabolism, or excretion properties. Task type varies by dataset: regression for continuous measurements (e.g., permeability, clearance, half-life) or binary classification for categorical outcomes (e.g., BBB penetration, CYP inhibition). Dataset: cyp2c19_veith. The compound is CC(C)CN1CCCC2(CCN(C(=O)c3ccncc3)CC2)C1. The result is 0 (non-inhibitor).